Dataset: Forward reaction prediction with 1.9M reactions from USPTO patents (1976-2016). Task: Predict the product of the given reaction. Given the reactants [Cl:1][C:2]1[CH:3]=[C:4]([CH:7]=[C:8]([O:10][C:11]2[C:19]3[N:18]=[N:17][NH:16][C:15]=3[CH:14]=[CH:13][C:12]=2[Cl:20])[CH:9]=1)[C:5]#[N:6].CC(C)([O-])C.[Li+].Cl[CH2:28][C:29]1[C:37]2[C:32](=[N:33][C:34]([NH:38][CH2:39][C:40]3[CH:45]=[CH:44][C:43]([O:46][CH3:47])=[CH:42][CH:41]=3)=[CH:35][CH:36]=2)[N:31]([CH2:48][C:49]2[CH:54]=[CH:53][C:52]([O:55][CH3:56])=[CH:51][CH:50]=2)[N:30]=1, predict the reaction product. The product is: [Cl:1][C:2]1[CH:3]=[C:4]([CH:7]=[C:8]([O:10][C:11]2[C:19]3[N:18]=[N:17][N:16]([CH2:28][C:29]4[C:37]5[C:32](=[N:33][C:34]([NH:38][CH2:39][C:40]6[CH:41]=[CH:42][C:43]([O:46][CH3:47])=[CH:44][CH:45]=6)=[CH:35][CH:36]=5)[N:31]([CH2:48][C:49]5[CH:50]=[CH:51][C:52]([O:55][CH3:56])=[CH:53][CH:54]=5)[N:30]=4)[C:15]=3[CH:14]=[CH:13][C:12]=2[Cl:20])[CH:9]=1)[C:5]#[N:6].